Dataset: Peptide-MHC class II binding affinity with 134,281 pairs from IEDB. Task: Regression. Given a peptide amino acid sequence and an MHC pseudo amino acid sequence, predict their binding affinity value. This is MHC class II binding data. (1) The peptide sequence is GAEVHIGNGGPCLFM. The MHC is DRB1_0802 with pseudo-sequence DRB1_0802. The binding affinity (normalized) is 0.128. (2) The peptide sequence is YDKFLANVSTVLTQK. The MHC is DRB1_1001 with pseudo-sequence DRB1_1001. The binding affinity (normalized) is 0.680. (3) The peptide sequence is AALHPFALLLVLAGWK. The MHC is DRB1_0301 with pseudo-sequence DRB1_0301. The binding affinity (normalized) is 0.458. (4) The peptide sequence is WFIISIVQMAPVSAM. The MHC is DRB1_0401 with pseudo-sequence DRB1_0401. The binding affinity (normalized) is 0.567. (5) The peptide sequence is MLTLFILIITSTIKA. The MHC is HLA-DQA10102-DQB10502 with pseudo-sequence HLA-DQA10102-DQB10502. The binding affinity (normalized) is 0.188.